This data is from Peptide-MHC class II binding affinity with 134,281 pairs from IEDB. The task is: Regression. Given a peptide amino acid sequence and an MHC pseudo amino acid sequence, predict their binding affinity value. This is MHC class II binding data. (1) The peptide sequence is APNGGFRRIPRGALH. The MHC is DRB3_0202 with pseudo-sequence DRB3_0202. The binding affinity (normalized) is 0.493. (2) The peptide sequence is TGSRWCCWPVVPVAL. The MHC is DRB1_0405 with pseudo-sequence DRB1_0405. The binding affinity (normalized) is 0.338. (3) The peptide sequence is QGEPGAVIRGKKGAG. The MHC is DRB5_0101 with pseudo-sequence DRB5_0101. The binding affinity (normalized) is 0.380.